This data is from Catalyst prediction with 721,799 reactions and 888 catalyst types from USPTO. The task is: Predict which catalyst facilitates the given reaction. (1) Reactant: [CH3:1][C:2]([CH3:22])=[CH:3][CH2:4][CH2:5]/[C:6](/[CH3:21])=[CH:7]/[CH2:8][CH2:9]/[C:10](/[CH3:20])=[CH:11]/[CH2:12][S:13][CH2:14][C@H:15]([NH2:19])[C:16]([OH:18])=[O:17].[CH2:23]1[C@H:30]([N:31]2[C:40](=[O:41])[C:39]3[C:34](=[CH:35][CH:36]=[CH:37][CH:38]=3)[C:32]2=[O:33])[C:28](=[O:29])[O:27][C:25](=[O:26])[CH2:24]1.C(N(CC)C(C)C)(C)C. Product: [C:16]([C@@H:15]([NH:19][C:25](=[O:26])[CH2:24][CH2:23][C@H:30]([N:31]1[C:40](=[O:41])[C:39]2[C:34](=[CH:35][CH:36]=[CH:37][CH:38]=2)[C:32]1=[O:33])[C:28]([OH:29])=[O:27])[CH2:14][S:13][CH2:12]/[CH:11]=[C:10](\[CH3:20])/[CH2:9][CH2:8]/[CH:7]=[C:6](\[CH3:21])/[CH2:5][CH2:4][CH:3]=[C:2]([CH3:22])[CH3:1])([OH:18])=[O:17]. The catalyst class is: 2. (2) Reactant: C([O:3][C:4](=[O:16])[C:5]([F:15])([F:14])[O:6][C:7]1[CH:12]=[CH:11][C:10]([F:13])=[CH:9][CH:8]=1)C.[OH-].[Na+]. Product: [F:15][C:5]([F:14])([O:6][C:7]1[CH:12]=[CH:11][C:10]([F:13])=[CH:9][CH:8]=1)[C:4]([OH:16])=[O:3]. The catalyst class is: 200. (3) Reactant: S=[C:2]1[CH2:6][S:5][C:4](=[O:7])[NH:3]1.[CH:8]1([NH2:14])[CH2:13][CH2:12][CH2:11][CH2:10][CH2:9]1. Product: [CH:8]1([NH:14][C:2]2[CH2:6][S:5][C:4](=[O:7])[N:3]=2)[CH2:13][CH2:12][CH2:11][CH2:10][CH2:9]1. The catalyst class is: 8. (4) Reactant: Br[C:2]1[C:11]2[O:10][CH:9]([C:12]([F:15])([F:14])[F:13])[C:8]([C:16]([O:18][CH2:19][CH3:20])=[O:17])=[CH:7][C:6]=2[CH:5]=[C:4]([Cl:21])[CH:3]=1.[F-].[NH4+].[CH2:24](OCC)[CH3:25]. Product: [CH:19]([O:18][C:16]([C:8]1[CH:9]([C:12]([F:15])([F:14])[F:13])[O:10][C:11]2[C:2]([CH:24]=[CH2:25])=[CH:3][C:4]([Cl:21])=[CH:5][C:6]=2[CH:7]=1)=[O:17])=[CH2:20]. The catalyst class is: 11. (5) Reactant: [NH:1]1[C:5]2=[N:6][CH:7]=[CH:8][CH:9]=[C:4]2[C:3]([CH:10]=[C:11]2[O:15][C:14]([NH:16][C:17]3[CH:22]=[CH:21][CH:20]=[C:19]([Cl:23])[CH:18]=3)=[C:13](C(OCC)=O)[C:12]2=[O:29])=[CH:2]1. Product: [NH:1]1[C:5]2=[N:6][CH:7]=[CH:8][CH:9]=[C:4]2[C:3]([CH:10]=[C:11]2[C:12](=[O:29])[CH:13]=[C:14]([NH:16][C:17]3[CH:22]=[CH:21][CH:20]=[C:19]([Cl:23])[CH:18]=3)[O:15]2)=[CH:2]1. The catalyst class is: 9. (6) Reactant: [F:1][C:2]1[CH:11]=[CH:10][C:9]([O:12][CH3:13])=[C:8]2[C:3]=1[CH2:4][CH2:5][CH2:6][C:7]2=[O:14].[H-].[Na+].[C:17](=O)([O:20]C)[O:18][CH3:19].C1COCC1. Product: [F:1][C:2]1[CH:11]=[CH:10][C:9]([O:12][CH3:13])=[C:8]2[C:3]=1[CH2:4][CH2:5][CH:6]([C:17]([O:18][CH3:19])=[O:20])[C:7]2=[O:14]. The catalyst class is: 775. (7) Reactant: [CH3:1][CH:2]([CH3:15])[CH2:3][CH:4]([CH2:11][N+:12]([O-:14])=[O:13])[CH2:5][C:6]([O:8]CC)=[O:7].[OH-].[Li+]. Product: [N+:12]([CH2:11][CH:4]([CH2:3][CH:2]([CH3:15])[CH3:1])[CH2:5][C:6]([OH:8])=[O:7])([O-:14])=[O:13]. The catalyst class is: 20. (8) Product: [CH3:61][N:60]1[C:54]2[CH:53]=[CH:52][C:51]([N:47]3[CH2:46][C@H:45]([CH2:44][NH:43][C:3](=[O:4])[CH3:2])[O:49][C:48]3=[O:50])=[CH:63][C:55]=2[CH2:56][CH2:57][O:58][C:59]1=[O:62]. The catalyst class is: 202. Reactant: F[C:2](F)(F)[C:3](O)=[O:4].C(OC(=O)NC[C@@H]1OC(=O)N(C2C=CC3N(C)C(=O)OCCC=3C=2)C1)(C)(C)C.C(OC(=O)C)(=O)C.[NH2:43][CH2:44][C@@H:45]1[O:49][C:48](=[O:50])[N:47]([C:51]2[CH:52]=[CH:53][C:54]3[N:60]([CH3:61])[C:59](=[O:62])[O:58][CH2:57][CH2:56][C:55]=3[CH:63]=2)[CH2:46]1. (9) Reactant: [NH2:1][C:2]1[C:9]([O:10][CH2:11][C:12]2[CH:17]=[CH:16][CH:15]=[CH:14][CH:13]=2)=[CH:8][C:7]([CH2:18][CH:19]([CH3:21])[CH3:20])=[CH:6][C:3]=1[C:4]#[N:5].[N:22]([O-])=O.[Na+].[Sn](Cl)Cl.[OH-].[Na+]. Product: [CH2:11]([O:10][C:9]1[CH:8]=[C:7]([CH2:18][CH:19]([CH3:21])[CH3:20])[CH:6]=[C:3]2[C:2]=1[NH:1][N:5]=[C:4]2[NH2:22])[C:12]1[CH:17]=[CH:16][CH:15]=[CH:14][CH:13]=1. The catalyst class is: 601. (10) Reactant: [N+:1]([C:4]1[CH:5]=[CH:6][C:7]([O:10][C:11]2[CH:19]=[CH:18][CH:17]=[C:16]3[C:12]=2[CH:13]=[CH:14][NH:15]3)=[N:8][CH:9]=1)([O-:3])=[O:2].[H-].[Na+].Br[CH2:23][C:24]([O:26][CH2:27][CH3:28])=[O:25]. Product: [CH2:27]([O:26][C:24](=[O:25])[CH2:23][N:15]1[C:16]2[C:12](=[C:11]([O:10][C:7]3[CH:6]=[CH:5][C:4]([N+:1]([O-:3])=[O:2])=[CH:9][N:8]=3)[CH:19]=[CH:18][CH:17]=2)[CH:13]=[CH:14]1)[CH3:28]. The catalyst class is: 3.